From a dataset of Catalyst prediction with 721,799 reactions and 888 catalyst types from USPTO. Predict which catalyst facilitates the given reaction. Reactant: [C:1]1([NH2:11])[C:10]2[CH2:9][CH2:8][CH2:7][CH2:6][C:5]=2[CH:4]=[CH:3][CH:2]=1.[C:12](OC(=O)C)(=[O:14])[CH3:13]. Product: [C:1]1([NH:11][C:12](=[O:14])[CH3:13])[C:10]2[CH2:9][CH2:8][CH2:7][CH2:6][C:5]=2[CH:4]=[CH:3][CH:2]=1. The catalyst class is: 14.